From a dataset of Full USPTO retrosynthesis dataset with 1.9M reactions from patents (1976-2016). Predict the reactants needed to synthesize the given product. (1) Given the product [C:1]([O:5][C:6]([N:8]1[CH2:11][CH:10]([O:12][C:13]2[CH:14]=[CH:15][C:16]([CH:19]3[CH2:24][CH2:23][N:22]([C:25]([O:27][CH2:28][C:29]4[CH:30]=[CH:31][CH:32]=[CH:33][CH:34]=4)=[O:26])[CH2:21][CH:20]3[O:35][CH2:37][C:38]3[CH:39]=[CH:40][C:41]4[O:46][CH2:45][C:44](=[O:47])[N:43]([CH2:48][CH2:49][CH2:50][O:51][CH3:52])[C:42]=4[CH:53]=3)=[CH:17][CH:18]=2)[CH2:9]1)=[O:7])([CH3:4])([CH3:2])[CH3:3], predict the reactants needed to synthesize it. The reactants are: [C:1]([O:5][C:6]([N:8]1[CH2:11][CH:10]([O:12][C:13]2[CH:18]=[CH:17][C:16]([CH:19]3[CH2:24][CH2:23][N:22]([C:25]([O:27][CH2:28][C:29]4[CH:34]=[CH:33][CH:32]=[CH:31][CH:30]=4)=[O:26])[CH2:21][CH:20]3[OH:35])=[CH:15][CH:14]=2)[CH2:9]1)=[O:7])([CH3:4])([CH3:3])[CH3:2].Cl[CH2:37][C:38]1[CH:39]=[CH:40][C:41]2[O:46][CH2:45][C:44](=[O:47])[N:43]([CH2:48][CH2:49][CH2:50][O:51][CH3:52])[C:42]=2[CH:53]=1. (2) Given the product [ClH:17].[C:1]([CH:5]1[CH:11]([OH:12])[CH2:10][C@H:9]2[N:13]([CH3:14])[C@@H:6]1[CH2:7][CH2:8]2)([O:3][CH3:4])=[O:2], predict the reactants needed to synthesize it. The reactants are: [C:1]([CH:5]1[C:11](=[O:12])[CH2:10][C@H:9]2[N:13]([CH3:14])[C@@H:6]1[CH2:7][CH2:8]2)([O:3][CH3:4])=[O:2].[BH4-].[Na+].[ClH:17].